This data is from Catalyst prediction with 721,799 reactions and 888 catalyst types from USPTO. The task is: Predict which catalyst facilitates the given reaction. (1) Reactant: [F:1][C:2]1[C:3]([C:9]2[CH:14]=[C:13]([O:15]C)[N:12]=[CH:11][N:10]=2)=[N:4][CH:5]=[CH:6][C:7]=1[CH3:8].CC(O)=O.Br. Product: [F:1][C:2]1[C:3]([C:9]2[N:10]=[CH:11][N:12]=[C:13]([OH:15])[CH:14]=2)=[N:4][CH:5]=[CH:6][C:7]=1[CH3:8]. The catalyst class is: 11. (2) Reactant: [Cl-:1].Cl[CH:3]=[N+](C)C.Cl[C:8]1[CH:9]=[CH:10][C:11]2[N:12]([CH:14]=[C:15]([C:17]3[CH:22]=[CH:21][C:20]([Cl:23])=[CH:19][CH:18]=3)[N:16]=2)[CH:13]=1.[OH-:24].[Na+]. Product: [Cl:1][C:8]1[CH:9]=[CH:10][C:11]2[N:12]([C:14]([CH:3]=[O:24])=[C:15]([C:17]3[CH:22]=[CH:21][C:20]([Cl:23])=[CH:19][CH:18]=3)[N:16]=2)[CH:13]=1. The catalyst class is: 9. (3) Reactant: [S:1]1[CH:5]=[CH:4][N:3]=[C:2]1[CH:6]([OH:8])[CH3:7].[Br:9][CH2:10][C:11]([C:13]1[CH:18]=[CH:17][CH:16]=[CH:15][CH:14]=1)=[O:12].C(#N)C. Product: [Br-:9].[O:12]=[C:11]([C:13]1[CH:18]=[CH:17][CH:16]=[CH:15][CH:14]=1)[CH2:10][N+:3]1[CH:4]=[CH:5][S:1][C:2]=1[CH:6]([OH:8])[CH3:7]. The catalyst class is: 6. (4) Reactant: [CH3:1][C@@H:2]1[O:7][C@@H:6]([O:8][CH2:9][C@H:10]2[O:15][C@@H:14]([O:16][C:17]3[C:26](=[O:27])[C:25]4[C:24]([OH:28])=[CH:23][C:22]([OH:29])=[CH:21][C:20]=4[O:19][C:18]=3[C:30]3[CH:31]=[CH:32][C:33]([OH:37])=[C:34]([OH:36])[CH:35]=3)[C@H:13]([OH:38])[C@@H:12]([OH:39])[C@@H:11]2[OH:40])[C@H:5]([OH:41])[C@H:4]([OH:42])[C@H:3]1[OH:43].[CH2:44]1[O:46][CH2:45]1. Product: [CH3:1][CH:2]1[O:7][CH:6]([O:8][CH2:9][CH:10]2[O:15][CH:14]([O:16][C:17]3[C:26](=[O:27])[C:25]4[C:20](=[CH:21][C:22]([O:29][CH2:5][CH2:6][OH:7])=[CH:23][C:24]=4[OH:28])[O:19][C:18]=3[C:30]3[CH:31]=[CH:32][C:33]([O:37][CH2:10][CH2:9][OH:8])=[C:34]([O:36][CH2:45][CH2:44][OH:46])[CH:35]=3)[CH:13]([OH:38])[CH:12]([OH:39])[CH:11]2[OH:40])[CH:5]([OH:41])[CH:4]([OH:42])[CH:3]1[OH:43]. The catalyst class is: 6.